Dataset: Full USPTO retrosynthesis dataset with 1.9M reactions from patents (1976-2016). Task: Predict the reactants needed to synthesize the given product. (1) Given the product [CH2:1]([C:3]1[CH:8]=[C:7]([CH2:9][CH3:10])[C:6]([S:11]([CH2:12][C:13]([F:16])([F:14])[F:15])=[O:31])=[CH:5][C:4]=1[N:17]1[C:22]([CH3:23])=[C:21]([C:24]#[N:25])[C:20](=[O:26])[NH:19][C:18]1=[O:27])[CH3:2], predict the reactants needed to synthesize it. The reactants are: [CH2:1]([C:3]1[CH:8]=[C:7]([CH2:9][CH3:10])[C:6]([S:11][CH2:12][C:13]([F:16])([F:15])[F:14])=[CH:5][C:4]=1[N:17]1[C:22]([CH3:23])=[C:21]([C:24]#[N:25])[C:20](=[O:26])[NH:19][C:18]1=[O:27])[CH3:2].OO.S(=O)(O)[O-:31]. (2) Given the product [F:12][C:13]1[N:14]=[CH:15][C:16]([C:2]2[O:6][C:5]([CH3:7])=[C:4]([C:8]([O:10][CH3:11])=[O:9])[CH:3]=2)=[CH:17][CH:18]=1, predict the reactants needed to synthesize it. The reactants are: Br[C:2]1[O:6][C:5]([CH3:7])=[C:4]([C:8]([O:10][CH3:11])=[O:9])[CH:3]=1.[F:12][C:13]1[CH:18]=[CH:17][C:16](B(O)O)=[CH:15][N:14]=1.C(=O)([O-])[O-].[Na+].[Na+].COCCOC.